From a dataset of Forward reaction prediction with 1.9M reactions from USPTO patents (1976-2016). Predict the product of the given reaction. Given the reactants [Br:1][C:2]1[CH:3]=[C:4]([C:8]2([CH2:14][NH2:15])[CH2:13][CH2:12][O:11][CH2:10][CH2:9]2)[CH:5]=[CH:6][CH:7]=1.[F:16][C:17]([F:33])([F:32])[C:18]1[O:22][N:21]=[C:20]([C:23]2[CH:24]=[C:25]([CH:29]=[CH:30][CH:31]=2)[C:26](O)=[O:27])[N:19]=1, predict the reaction product. The product is: [Br:1][C:2]1[CH:3]=[C:4]([C:8]2([CH2:14][NH:15][C:26](=[O:27])[C:25]3[CH:29]=[CH:30][CH:31]=[C:23]([C:20]4[N:19]=[C:18]([C:17]([F:33])([F:32])[F:16])[O:22][N:21]=4)[CH:24]=3)[CH2:9][CH2:10][O:11][CH2:12][CH2:13]2)[CH:5]=[CH:6][CH:7]=1.